From a dataset of Full USPTO retrosynthesis dataset with 1.9M reactions from patents (1976-2016). Predict the reactants needed to synthesize the given product. Given the product [CH3:2][O:3][C:4]([C:6]1([NH:12][C:19]([C:18]2[CH:22]=[CH:23][C:15]([O:14][CH3:13])=[CH:16][CH:17]=2)=[O:20])[CH2:7][CH2:8][CH2:9][CH2:10][CH2:11]1)=[O:5], predict the reactants needed to synthesize it. The reactants are: Cl.[CH3:2][O:3][C:4]([C:6]1([NH2:12])[CH2:11][CH2:10][CH2:9][CH2:8][CH2:7]1)=[O:5].[CH3:13][O:14][C:15]1[CH:23]=[CH:22][C:18]([C:19](Cl)=[O:20])=[CH:17][CH:16]=1.